The task is: Binary Classification. Given a miRNA mature sequence and a target amino acid sequence, predict their likelihood of interaction.. This data is from Experimentally validated miRNA-target interactions with 360,000+ pairs, plus equal number of negative samples. (1) The miRNA is hsa-miR-1288-5p with sequence GCAGAUCAGGACUGUAACUCACC. The protein sequence of the target gene is MKLMVLVFTIGLTLLLGVQAMPANRLSCYRKILKDHNCHNLPEGVADLTQIDVNVQDHFWDGKGCEMICYCNFSELLCCPKDVFFGPKISFVIPCNNQ. Result: 0 (no interaction). (2) The miRNA is hsa-miR-4715-5p with sequence AAGUUGGCUGCAGUUAAGGUGG. The protein sequence of the target gene is MAQNDSQEFAELWEKNLIIQPPGGGSCWDIINDEEYLPGSFDPNFFENVLEEQPQPSTLPPTSTVPETSDYPGDHGFRLRFPQSGTAKSVTCTYSPDLNKLFCQLAKTCPVQMVVDVAPPQGSVVRATAIYKKSEHVAEVVRRCPHHERTPDGDNLAPAGHLIRVEGNQRANYREDNITLRHSVFVPYEAPQLGAEWTTVLLNYMCNSSCMGGMNRRPILTIITLETQEGQLLGRRSFEVRVCACPGRDRKTEESNFKKDQETKTMAKTTTGTKRSLVKESSSATLRPEGSKKAKGSSSD.... Result: 0 (no interaction). (3) The miRNA is hsa-miR-548c-3p with sequence CAAAAAUCUCAAUUACUUUUGC. The protein sequence of the target gene is MAGFGAMEKFLVEYKSAVEKKLAEYKCNTNTAIELKLVRFPEDLENDIRTFFPEYTHQLFGDDETAFGYKGLKILLYYIAGSLSTMFRVEYASKVDENFDCVEADDVEGKIRQIIPPGFCTNTNDFLSLLEKEVDFKPFGTLLHTYSVLSPTGGENFTFQIYKADMTCRGFREYHERLQTFLMWFIETASFIDVDDERWHYFLVFEKYNKDGATLFATVGYMTVYNYYVYPDKTRPRVSQMLILTPFQGQGHGAQLLETVHRYYTEFPTVLDITAEDPSKSYVKLRDFVLVKLCQDLPCF.... Result: 1 (interaction). (4) The miRNA is hsa-miR-4310 with sequence GCAGCAUUCAUGUCCC. The protein sequence of the target gene is MPAKGRYFLNEGEEGPDQDALYEKYQLTSQHGPLLLTLLLVAATACVALIIIAFSQGDPSRHQAILGMAFLVLAVFAALSVLMYVECLLRRWLRALALLTWACLVALGYVLVFDAWTKAACAWEQVPFFLFIVFVVYTLLPFSMRGAVAVGAVSTASHLLVLGSLMGGFTTPSVRVGLQLLANAVIFLCGNLTGAFHKHQMQDASRDLFTYTVKCIQIRRKLRIEKRQQENLLLSVLPAHISMGMKLAIIERLKEHGDRRCMPDNNFHSLYVKRHQNVSILYADIVGFTQLASDCSPKEL.... Result: 1 (interaction). (5) The protein sequence of the target gene is MGSGRVPGLCLLVLLVHARAAQYSKAAQDVDECVEGTDNCHIDAICQNTPRSYKCICKSGYTGDGKHCKDVDECEREDNAGCVHDCVNIPGNYRCTCYDGFHLAHDGHNCLDVDECAEGNGGCQQSCVNMMGSYECHCREGFFLSDNQHTCIQRPEEGMNCMNKNHGCAHICRETPKGGIACECRPGFELTKNQRDCKLTCNYGNGGCQHTCDDTEQGPRCGCHIKFVLHTDGKTCIETCAVNNGGCDSKCHDAATGVHCTCPVGFMLQPDRKTCKDIDECRLNNGGCDHICRNTVGSFE.... The miRNA is hsa-miR-6847-3p with sequence GGCUCAUGUGUCUGUCCUCUUC. Result: 1 (interaction). (6) The miRNA is mmu-miR-880-3p with sequence UACUCCAUCCUCUCUGAGUAGA. The protein sequence of the target gene is MPASSPFLLAPKGPPGNMGGPVREPALSVALWLSWGAALGAVACAMALLTQQTELQSLRREVSRLQGTGGPSQNGEGYPWQSLPEQSSDALEAWENGERSRKRRAVLTQKQKKQHSVLHLVPINATSKDDSDVTEVMWQPALRRGRGLQAQGYGVRIQDAGVYLLYSQVLFQDVTFTMGQVVSREGQGRQETLFRCIRSMPSHPDRAYNSCYSAGVFHLHQGDILSVIIPRARAKLNLSPHGTFLGFVKL. Result: 0 (no interaction). (7) The miRNA is hsa-miR-6859-5p with sequence GAGAGGAACAUGGGCUCAGGACA. The protein sequence of the target gene is MEEDSLEDSNLPPKVWHSEMTVSVTGEPPSTVEEEGIPKETDIEIIPEIPETLEPLSLPDVLRISAVLEDTTDQLSILNYIMPVQYEGRQSICVKSREMNLEGTNLDKLPMASTITKIPSPLITEEGPNLPEIRHRGRFAVEFNKMQDLVFKKPTRQTIMTTETLKKIQIDRQFFSDVIADTIKELQDSATYNSLLQALSKERENKMHFYDIIAREEKGRKQIISLQKQLINVKKEWQFEVQSQNEYIANLKDQLQEMKAKSNLENRYMKTNTELQIAQTQKKCNRTEELLVEEIEKLRM.... Result: 0 (no interaction).